This data is from Reaction yield outcomes from USPTO patents with 853,638 reactions. The task is: Predict the reaction yield, written as a fraction of the theoretical maximum amount of product (1.0 means a 100% yield; for example, 0.34 means a 34% yield). (1) The reactants are [CH2:1]([O:8][N:9]1[C:15](=[O:16])[N:14]2[CH2:17][C@H:10]1[CH2:11][CH2:12][C@H:13]2[C:18]([OH:20])=O)[C:2]1[CH:7]=[CH:6][CH:5]=[CH:4][CH:3]=1.[NH:21]([C:23](=[O:39])[CH2:24][C:25]1[CH:30]=[CH:29][C:28]([NH:31][C:32](=[O:38])[O:33][C:34]([CH3:37])([CH3:36])[CH3:35])=[CH:27][CH:26]=1)[NH2:22]. No catalyst specified. The product is [CH2:1]([O:8][N:9]1[C:15](=[O:16])[N:14]2[CH2:17][C@H:10]1[CH2:11][CH2:12][C@H:13]2[C:18]([NH:22][NH:21][C:23](=[O:39])[CH2:24][C:25]1[CH:26]=[CH:27][C:28]([NH:31][C:32](=[O:38])[O:33][C:34]([CH3:35])([CH3:36])[CH3:37])=[CH:29][CH:30]=1)=[O:20])[C:2]1[CH:3]=[CH:4][CH:5]=[CH:6][CH:7]=1. The yield is 0.746. (2) The reactants are [Si:1]([O:8][CH2:9][C@@H:10]1[C@H:14]2[O:15][C:16]([CH3:19])([CH3:18])[O:17][C@H:13]2[C@H:12]([NH:20][C:21]2[CH:26]=[C:25]([Cl:27])[N:24]=[CH:23][N:22]=2)[CH2:11]1)([C:4]([CH3:7])([CH3:6])[CH3:5])([CH3:3])[CH3:2].[H-].[Na+].[CH3:30]I. The catalyst is C1COCC1.CN(C=O)C. The product is [Si:1]([O:8][CH2:9][C@@H:10]1[C@H:14]2[O:15][C:16]([CH3:18])([CH3:19])[O:17][C@H:13]2[C@H:12]([N:20]([CH3:30])[C:21]2[CH:26]=[C:25]([Cl:27])[N:24]=[CH:23][N:22]=2)[CH2:11]1)([C:4]([CH3:5])([CH3:6])[CH3:7])([CH3:2])[CH3:3]. The yield is 0.910. (3) The reactants are F[P-](F)(F)(F)(F)F.N1(OC(N(C)C)=[N+](C)C)C2N=CC=CC=2N=N1.[O:25]1[CH2:30][CH2:29][CH2:28][CH2:27][CH:26]1[O:31][CH2:32][CH2:33][C:34]([OH:36])=O.C(N(C(C)C)C(C)C)C.[C:46]([C:50]1[O:54][C:53]([C:55]2[C:56]([NH2:73])=[N:57][CH:58]=[C:59]([C:61]3[N:65]([CH3:66])[N:64]=[C:63]([CH:67]4[CH2:72][CH2:71][NH:70][CH2:69][CH2:68]4)[N:62]=3)[N:60]=2)=[N:52][N:51]=1)([CH3:49])([CH3:48])[CH3:47]. The catalyst is C(#N)C. The product is [NH2:73][C:56]1[N:57]=[CH:58][C:59]([C:61]2[N:65]([CH3:66])[N:64]=[C:63]([CH:67]3[CH2:72][CH2:71][N:70]([C:34](=[O:36])[CH2:33][CH2:32][O:31][CH:26]4[CH2:27][CH2:28][CH2:29][CH2:30][O:25]4)[CH2:69][CH2:68]3)[N:62]=2)=[N:60][C:55]=1[C:53]1[O:54][C:50]([C:46]([CH3:49])([CH3:47])[CH3:48])=[N:51][N:52]=1. The yield is 0.890. (4) The reactants are [NH2:1][C:2]1[N:3]=[CH:4][C:5]([C:17]2[CH:22]=[CH:21][C:20]([C:23]([N:25]3[CH2:30][CH2:29][N:28]([CH3:31])[CH2:27][CH2:26]3)=[O:24])=[CH:19][CH:18]=2)=[N:6][C:7]=1[C:8]1[O:9][C:10]2[CH:15]=[CH:14][N:13]=[CH:12][C:11]=2[N:16]=1.CO.[CH3:34][S:35]([OH:38])(=[O:37])=[O:36]. The catalyst is ClCCl. The product is [S:35]([OH:38])(=[O:37])(=[O:36])[CH3:34].[NH2:1][C:2]1[N:3]=[CH:4][C:5]([C:17]2[CH:18]=[CH:19][C:20]([C:23]([N:25]3[CH2:30][CH2:29][N:28]([CH3:31])[CH2:27][CH2:26]3)=[O:24])=[CH:21][CH:22]=2)=[N:6][C:7]=1[C:8]1[O:9][C:10]2[CH:15]=[CH:14][N:13]=[CH:12][C:11]=2[N:16]=1. The yield is 0.810. (5) The reactants are [H-].[Na+].F[C:4]1[CH:9]=[CH:8][CH:7]=[CH:6][C:5]=1[N+:10]([O-:12])=[O:11].[O:13]=[C:14]([CH2:23][CH2:24][C:25]([O:27][CH3:28])=[O:26])[CH2:15][C:16]([O:18][C:19]([CH3:22])([CH3:21])[CH3:20])=[O:17]. The catalyst is CN(C=O)C. The product is [N+:10]([C:5]1[CH:6]=[CH:7][CH:8]=[CH:9][C:4]=1[CH:15]([C:14](=[O:13])[CH2:23][CH2:24][C:25]([O:27][CH3:28])=[O:26])[C:16]([O:18][C:19]([CH3:22])([CH3:20])[CH3:21])=[O:17])([O-:12])=[O:11]. The yield is 0.453. (6) The reactants are [CH3:1][C:2]1([CH3:19])[CH2:18][N:6]2[C:7](=[O:17])[CH:8]=[C:9]([N:11]3[CH2:16][CH2:15][O:14][CH2:13][CH2:12]3)[N:10]=[C:5]2[NH:4][CH2:3]1.[H-].[Na+].CS(O[CH2:27][CH2:28][O:29][CH3:30])(=O)=O. The catalyst is CN(C=O)C. The product is [CH3:30][O:29][CH2:28][CH2:27][N:4]1[C:5]2=[N:10][C:9]([N:11]3[CH2:16][CH2:15][O:14][CH2:13][CH2:12]3)=[CH:8][C:7](=[O:17])[N:6]2[CH2:18][C:2]([CH3:19])([CH3:1])[CH2:3]1. The yield is 0.390. (7) The reactants are [F:1][C:2]1[CH:7]=[C:6](I)[CH:5]=[CH:4][C:3]=1[N:9]1[CH:14]=[C:13]([O:15][CH3:16])[C:12](=[O:17])[C:11]([C:18]2[N:22]([C:23]3[CH:28]=[CH:27][CH:26]=[CH:25][CH:24]=3)[N:21]=[CH:20][CH:19]=2)=[N:10]1.[NH:29]1[CH:33]=[CH:32][N:31]=[CH:30]1.N[C@@H]1CCCC[C@H]1N.C([O-])([O-])=O.[Cs+].[Cs+]. The catalyst is O1CCOCC1.[Cu]I.O. The product is [F:1][C:2]1[CH:7]=[C:6]([N:29]2[CH:33]=[CH:32][N:31]=[CH:30]2)[CH:5]=[CH:4][C:3]=1[N:9]1[CH:14]=[C:13]([O:15][CH3:16])[C:12](=[O:17])[C:11]([C:18]2[N:22]([C:23]3[CH:28]=[CH:27][CH:26]=[CH:25][CH:24]=3)[N:21]=[CH:20][CH:19]=2)=[N:10]1. The yield is 0.0800. (8) The reactants are CO[C:3]1[CH:8]=[CH:7][C:6]([S:9][CH2:10][C:11]([OH:13])=[O:12])=[CH:5][CH:4]=1.[Cl:14]C1C=C(S)C=CC=1.BrCC(OCC)=O.[OH-].[K+].[OH-].[Na+]. The catalyst is O.C(O)C. The product is [Cl:14][C:4]1[CH:5]=[C:6]([S:9][CH2:10][C:11]([OH:13])=[O:12])[CH:7]=[CH:8][CH:3]=1. The yield is 0.890. (9) The reactants are [C:1](/[CH:3]=[CH:4]/[S:5]([C:8]1[CH:13]=[CH:12][C:11]([C:14]([CH3:19])([CH3:18])[C:15]([OH:17])=O)=[CH:10][CH:9]=1)(=[O:7])=[O:6])#[N:2].[F:20][C:21]1[CH:28]=[CH:27][C:24]([CH2:25][NH2:26])=[CH:23][CH:22]=1.Cl.CN(C)CCCN=C=NCC.ON1C2C=CC=CC=2N=N1. The catalyst is C(Cl)Cl. The product is [C:1](/[CH:3]=[CH:4]/[S:5]([C:8]1[CH:9]=[CH:10][C:11]([C:14]([CH3:19])([CH3:18])[C:15]([NH:26][CH2:25][C:24]2[CH:27]=[CH:28][C:21]([F:20])=[CH:22][CH:23]=2)=[O:17])=[CH:12][CH:13]=1)(=[O:6])=[O:7])#[N:2]. The yield is 0.340. (10) The reactants are Cl[C:2]1[CH:7]=[C:6](Cl)[N:5]=[C:4]([CH3:9])[N:3]=1.[NH2:10][C:11]1[C:12]([F:19])=[CH:13][C:14]([F:18])=[C:15]([OH:17])[CH:16]=1. No catalyst specified. The product is [CH3:9][C:4]1[N:5]=[C:6]([NH:10][C:11]2[C:12]([F:19])=[CH:13][C:14]([F:18])=[C:15]([OH:17])[CH:16]=2)[CH:7]=[C:2]([NH:10][C:11]2[C:12]([F:19])=[CH:13][C:14]([F:18])=[C:15]([OH:17])[CH:16]=2)[N:3]=1. The yield is 0.570.